From a dataset of Reaction yield outcomes from USPTO patents with 853,638 reactions. Predict the reaction yield, written as a fraction of the theoretical maximum amount of product (1.0 means a 100% yield; for example, 0.34 means a 34% yield). (1) The reactants are [CH2:1]([CH:8]([NH:23][C:24]([C:26]1[CH:35]=[N:34][C:33]2[C:28](=[CH:29][CH:30]=[CH:31][CH:32]=2)[N:27]=1)=[O:25])[CH:9]([OH:22])[CH2:10][CH:11]([C:18]([NH:20][NH2:21])=[O:19])[CH2:12][CH2:13][C:14]([F:17])([CH3:16])[CH3:15])[C:2]1[CH:7]=[CH:6][CH:5]=[CH:4][CH:3]=1.C(N(CC)CC)C.[C:43](N1C=CN=C1)(N1C=CN=C1)=[O:44]. The catalyst is O1CCCC1.C(OCC)(=O)C.CCCCCC. The product is [CH2:1]([CH:8]([NH:23][C:24]([C:26]1[CH:35]=[N:34][C:33]2[C:28](=[CH:29][CH:30]=[CH:31][CH:32]=2)[N:27]=1)=[O:25])[CH:9]([OH:22])[CH2:10][CH:11]([C:18]1[O:19][C:43](=[O:44])[NH:21][N:20]=1)[CH2:12][CH2:13][C:14]([F:17])([CH3:16])[CH3:15])[C:2]1[CH:7]=[CH:6][CH:5]=[CH:4][CH:3]=1. The yield is 0.820. (2) The reactants are [C:1]([O:4][CH2:5][C:6]1[C:11]([N:12]2[CH2:24]CC3N4C(CCCC4)=CC=3[C:13]2=[O:25])=[CH:10][C:9]([F:26])=[CH:8][C:7]=1[C:27]1[CH:32]=[C:31]([NH:33][C:34]2[CH:39]=[CH:38][C:37]([N:40]3[CH2:45][CH2:44][N:43]([CH:46]4[CH2:49][O:48][CH2:47]4)[CH2:42][C@@H:41]3[CH3:50])=[CH:36][N:35]=2)[C:30](=[O:51])[N:29]([CH3:52])[CH:28]=1)(=[O:3])[CH3:2].C(OCC1C(B2OC(C)(C)C(C)(C)O2)=CC=CC=1N1C[CH2:83][N:82]2[C:75](=[CH:76][C:77]3[CH2:78][C:79]([CH3:86])([CH3:85])[CH2:80][C:81]=32)C1=O)(=O)C.BrC1C=C(NC2C=CC(N3CCN(C4COC4)C[C@@H]3C)=CN=2)C(=O)N(C)C=1. No catalyst specified. The product is [C:1]([O:4][CH2:5][C:6]1[C:7]([C:27]2[CH:32]=[C:31]([NH:33][C:34]3[CH:39]=[CH:38][C:37]([N:40]4[CH2:45][CH2:44][N:43]([CH:46]5[CH2:47][O:48][CH2:49]5)[CH2:42][C@@H:41]4[CH3:50])=[CH:36][N:35]=3)[C:30](=[O:51])[N:29]([CH3:52])[CH:28]=2)=[CH:8][C:9]([F:26])=[CH:10][C:11]=1[N:12]1[CH2:24][CH2:83][N:82]2[C:75](=[CH:76][C:77]3[CH2:78][C:79]([CH3:86])([CH3:85])[CH2:80][C:81]=32)[C:13]1=[O:25])(=[O:3])[CH3:2]. The yield is 0.240. (3) The reactants are [F:1][C:2]1[CH:3]=[C:4]([CH:7]=[CH:8][C:9]=1[C:10]([CH3:16])([CH3:15])[CH2:11][CH2:12][CH2:13][CH3:14])[CH:5]=[O:6].C(C(C1C=CC(C=O)=CC=1)(C)CC)C.[BH4-].[K+]. No catalyst specified. The product is [F:1][C:2]1[CH:3]=[C:4]([CH:7]=[CH:8][C:9]=1[C:10]([CH3:15])([CH3:16])[CH2:11][CH2:12][CH2:13][CH3:14])[CH2:5][OH:6]. The yield is 0.950. (4) The reactants are [Cl:1][C:2]1[CH:7]=[CH:6][CH:5]=[C:4]([F:8])[C:3]=1B(O)O.[NH2:12][C:13]1[N:14]=[C:15]([N:24]2[CH2:29][CH2:28][N:27]([C:30](=[O:40])[CH2:31][O:32][C:33]3[CH:38]=[CH:37][C:36]([Cl:39])=[CH:35][CH:34]=3)[CH2:26][CH2:25]2)[C:16]2[N:22]=[C:21](Cl)[CH:20]=[CH:19][C:17]=2[N:18]=1. No catalyst specified. The product is [NH2:12][C:13]1[N:14]=[C:15]([N:24]2[CH2:25][CH2:26][N:27]([C:30](=[O:40])[CH2:31][O:32][C:33]3[CH:38]=[CH:37][C:36]([Cl:39])=[CH:35][CH:34]=3)[CH2:28][CH2:29]2)[C:16]2[N:22]=[C:21]([C:3]3[C:4]([F:8])=[CH:5][CH:6]=[CH:7][C:2]=3[Cl:1])[CH:20]=[CH:19][C:17]=2[N:18]=1. The yield is 0.520. (5) The reactants are [Cl:1][C:2]1[CH:3]=[C:4]([CH:7]=[C:8]([Cl:10])[CH:9]=1)[CH:5]=O.[CH2:11]([NH:15][CH2:16][C@@H:17]1[CH2:21][CH2:20][CH2:19][N:18]1[C:22]([O:24][C:25]([CH3:28])([CH3:27])[CH3:26])=[O:23])[CH:12]([CH3:14])[CH3:13].C(O[BH-](OC(=O)C)OC(=O)C)(=O)C.[Na+].[OH-].[Na+]. The catalyst is ClCCCl.CN(C=O)C.O. The product is [Cl:1][C:2]1[CH:3]=[C:4]([CH:7]=[C:8]([Cl:10])[CH:9]=1)[CH2:5][N:15]([CH2:16][C@@H:17]1[CH2:21][CH2:20][CH2:19][N:18]1[C:22]([O:24][C:25]([CH3:27])([CH3:26])[CH3:28])=[O:23])[CH2:11][CH:12]([CH3:14])[CH3:13]. The yield is 0.980. (6) The reactants are Cl.[Cl:2][C:3]1[CH:8]=[CH:7][N:6]=[C:5]([C:9]([O:11]C)=O)[CH:4]=1.[CH3:13][NH2:14]. The catalyst is CO.C1COCC1. The product is [Cl:2][C:3]1[CH:8]=[CH:7][N:6]=[C:5]([C:9]([NH:14][CH3:13])=[O:11])[CH:4]=1. The yield is 0.970. (7) The reactants are [CH3:1][N:2]1[C:6]2[CH:7]=[C:8]([N+:11]([O-])=O)[CH:9]=[CH:10][C:5]=2[N:4]=[C:3]1[C:14]([F:17])([F:16])[F:15].Cl.Cl[Sn](Cl)(Cl)Cl.[OH-].[Na+]. The catalyst is O. The product is [CH3:1][N:2]1[C:6]2[CH:7]=[C:8]([NH2:11])[CH:9]=[CH:10][C:5]=2[N:4]=[C:3]1[C:14]([F:16])([F:15])[F:17]. The yield is 1.00. (8) The reactants are [Na+].[O:2]=[S:3]1(=[O:17])[C:12]2[C:7](=[CH:8][CH:9]=[CH:10][N:11]=2)[NH:6][C:5]([CH2:13][C:14]([O-])=[O:15])=[N:4]1.C([O:20][C:21]([C@H:23]1[C@@H:28]([NH:29][CH2:30][C:31]2[CH:36]=[CH:35][C:34]([F:37])=[CH:33][CH:32]=2)[C@H:27]2[CH2:38][C@@H:24]1[CH2:25][CH2:26]2)=O)C.F[P-](F)(F)(F)(F)F.N1(OC(N(C)C)=[N+](C)C)C2N=CC=CC=2N=N1.C(N(CC)CC)C. The product is [O:2]=[S:3]1(=[O:17])[C:12]2[C:7](=[CH:8][CH:9]=[CH:10][N:11]=2)[NH:6][C:5]([C:13]2[C:14](=[O:15])[N:29]([CH2:30][C:31]3[CH:32]=[CH:33][C:34]([F:37])=[CH:35][CH:36]=3)[C@@H:28]3[C@H:23]([C:21]=2[OH:20])[C@@H:24]2[CH2:38][C@H:27]3[CH2:26][CH2:25]2)=[N:4]1. The catalyst is CN(C)C=O.C(OCC)(=O)C. The yield is 0.0690.